This data is from Reaction yield outcomes from USPTO patents with 853,638 reactions. The task is: Predict the reaction yield, written as a fraction of the theoretical maximum amount of product (1.0 means a 100% yield; for example, 0.34 means a 34% yield). (1) The reactants are CC1(C)[O:6][C@H:5]([C@@H:7]([NH:11][CH2:12][C:13]2[C:17]3[N:18]=[CH:19][NH:20][C:21](=[O:22])[C:16]=3[NH:15][CH:14]=2)[CH2:8][S:9][CH3:10])[CH2:4][O:3]1.Cl. The catalyst is CO. The product is [OH:6][C@@H:5]([CH2:4][OH:3])[C@@H:7]([NH:11][CH2:12][C:13]1[C:17]2[N:18]=[CH:19][NH:20][C:21](=[O:22])[C:16]=2[NH:15][CH:14]=1)[CH2:8][S:9][CH3:10]. The yield is 0.830. (2) The reactants are Cl[C:2]1[N:10]=[CH:9][N:8]=[C:7]2[C:3]=1[NH:4][CH:5]=[N:6]2.[NH:11]1[CH2:19][CH2:18][CH:14]([C:15]([NH2:17])=[O:16])[CH2:13][CH2:12]1.C(N(CC)CC)C. The catalyst is C(O)CCC. The product is [N:10]1[C:2]([N:11]2[CH2:19][CH2:18][CH:14]([C:15]([NH2:17])=[O:16])[CH2:13][CH2:12]2)=[C:3]2[C:7]([NH:6][CH:5]=[N:4]2)=[N:8][CH:9]=1. The yield is 0.960. (3) The reactants are [CH2:1]([O:3][C:4]([N:6]1[CH2:11][CH2:10][CH:9]([C:12]2[C:20]3[C:15](=[CH:16][CH:17]=[C:18]([O:21][CH3:22])[CH:19]=3)[NH:14][CH:13]=2)[CH2:8][CH2:7]1)=[O:5])[CH3:2].Br[CH2:24][C:25]1[CH:29]=[CH:28][O:27][CH:26]=1. The catalyst is C(OCC)C. The product is [CH2:1]([O:3][C:4]([N:6]1[CH2:11][CH2:10][CH:9]([C:12]2[C:20]3[C:15](=[CH:16][CH:17]=[C:18]([O:21][CH3:22])[CH:19]=3)[N:14]([CH2:24][C:25]3[CH:29]=[CH:28][O:27][CH:26]=3)[CH:13]=2)[CH2:8][CH2:7]1)=[O:5])[CH3:2]. The yield is 0.990. (4) The reactants are [Br:1][C:2]1[CH:10]=[C:9]2[C:5]([CH2:6][CH2:7][C:8]2([CH3:12])[CH3:11])=[CH:4][CH:3]=1.C([O:17]O)(C)(C)C. The catalyst is ClCCl.O.[O-2].[Cr+3].[O-2].[O-2].[Cr+3]. The product is [Br:1][C:2]1[CH:10]=[C:9]2[C:5](=[CH:4][CH:3]=1)[C:6](=[O:17])[CH2:7][C:8]2([CH3:12])[CH3:11]. The yield is 0.823. (5) The reactants are [NH2:1][C:2]1[C:11]2[S:10](=[O:13])(=[O:12])[N:9]=[C:8]([C:14]3[C:15](=[O:30])[N:16]([NH:25][CH2:26][CH:27]([CH3:29])[CH3:28])[C:17]4[C:22]([C:23]=3[OH:24])=[CH:21][CH:20]=[CH:19][CH:18]=4)[NH:7][C:6]=2[CH:5]=[CH:4][C:3]=1[OH:31].[C:32]1(=O)[O:37][C:35](=[O:36])[CH:34]=[CH:33]1. The catalyst is N1C=CC=CC=1. The product is [OH:24][C:23]1[C:22]2[C:17](=[CH:18][CH:19]=[CH:20][CH:21]=2)[N:16]([NH:25][CH2:26][CH:27]([CH3:29])[CH3:28])[C:15](=[O:30])[C:14]=1[C:8]1[NH:7][C:6]2[CH:5]=[CH:4][C:3]3[O:31][C:32]([CH2:33][CH2:34][C:35]([OH:37])=[O:36])=[N:1][C:2]=3[C:11]=2[S:10](=[O:12])(=[O:13])[N:9]=1. The yield is 0.300. (6) The product is [NH2:7][C:6]([C:5]1[CH:8]=[CH:9][C:2]([Cl:1])=[CH:3][CH:4]=1)=[C:11]([CH3:12])[C:10]#[N:13]. The yield is 0.495. The reactants are [Cl:1][C:2]1[CH:9]=[CH:8][C:5]([C:6]#[N:7])=[CH:4][CH:3]=1.[C:10](#[N:13])[CH2:11][CH3:12].CC(C)([O-])C.[K+].C(O)(C)(C)C. The catalyst is O1CCCC1. (7) The reactants are C([NH:4][C@:5]1([C:22](NC(C)(C)C)=[O:23])[C@@H:9]([CH2:10][CH2:11][CH2:12][B:13]2[O:17]C(C)(C)C(C)(C)[O:14]2)[CH2:8][NH:7][CH2:6]1)(=O)C.C([N:36]1[CH2:41][CH2:40][CH2:39][CH2:38][CH:37]1C=O)(OC(C)(C)C)=O.S([O-])([O-])(=O)=[O:45].[Na+].[Na+].C(O)(=O)C.C(O[BH-](OC(=O)C)OC(=O)C)(=O)C.[Na+].C(=O)([O-])[O-].[Na+].[Na+]. The catalyst is ClCCCl. The product is [NH2:4][C@:5]1([C:22]([OH:23])=[O:45])[C@@H:9]([CH2:10][CH2:11][CH2:12][B:13]([OH:14])[OH:17])[CH2:8][N:7]([CH2:40][CH:41]2[CH2:39][CH2:38][CH2:37][NH:36]2)[CH2:6]1. The yield is 0.700. (8) The reactants are [OH:1][N:2]=[CH:3][C:4]1[N:9]=[C:8]([CH3:10])[N:7]=[C:6]([C:11]([NH:13][CH2:14][C:15]2[CH:20]=[CH:19][C:18]([O:21][CH3:22])=[CH:17][CH:16]=2)=[O:12])[CH:5]=1.[CH2:23]=[CH:24][C:25]1[CH:30]=[CH:29][CH:28]=[CH:27][CH:26]=1.Cl[O-].[Na+]. The catalyst is C(Cl)Cl.O. The product is [CH3:22][O:21][C:18]1[CH:17]=[CH:16][C:15]([CH2:14][NH:13][C:11]([C:6]2[CH:5]=[C:4]([C:3]3[CH2:23][CH:24]([C:25]4[CH:30]=[CH:29][CH:28]=[CH:27][CH:26]=4)[O:1][N:2]=3)[N:9]=[C:8]([CH3:10])[N:7]=2)=[O:12])=[CH:20][CH:19]=1. The yield is 0.340. (9) The reactants are [H-].[Na+].[CH2:3]([N:10]1[CH2:15][CH2:14][CH:13]([OH:16])[CH2:12][CH2:11]1)[C:4]1[CH:9]=[CH:8][CH:7]=[CH:6][CH:5]=1.Br[CH2:18][CH2:19][CH2:20][CH2:21][CH2:22][CH2:23][O:24][Si:25]([C:28]([CH3:31])([CH3:30])[CH3:29])([CH3:27])[CH3:26].O. The catalyst is CN(C=O)C. The product is [CH2:3]([N:10]1[CH2:15][CH2:14][CH:13]([O:16][CH2:18][CH2:19][CH2:20][CH2:21][CH2:22][CH2:23][O:24][Si:25]([C:28]([CH3:29])([CH3:31])[CH3:30])([CH3:26])[CH3:27])[CH2:12][CH2:11]1)[C:4]1[CH:5]=[CH:6][CH:7]=[CH:8][CH:9]=1. The yield is 0.0800.